From a dataset of Forward reaction prediction with 1.9M reactions from USPTO patents (1976-2016). Predict the product of the given reaction. (1) Given the reactants [F:1][C:2]([F:18])([C:11]1[CH:16]=[CH:15][C:14]([F:17])=[CH:13][N:12]=1)[CH2:3][N:4]1[CH2:9][CH2:8][CH:7]([NH2:10])[CH2:6][CH2:5]1.Cl[C:20]1[C:21]2[CH:28]=[CH:27][NH:26][C:22]=2[N:23]=[CH:24][N:25]=1.CCN(C(C)C)C(C)C, predict the reaction product. The product is: [F:18][C:2]([F:1])([C:11]1[CH:16]=[CH:15][C:14]([F:17])=[CH:13][N:12]=1)[CH2:3][N:4]1[CH2:5][CH2:6][CH:7]([NH:10][C:20]2[C:21]3[CH:28]=[CH:27][NH:26][C:22]=3[N:23]=[CH:24][N:25]=2)[CH2:8][CH2:9]1. (2) Given the reactants [CH3:1][NH:2][C:3]([C:5]1[N:14]([CH:15]2[CH2:19][CH2:18][CH2:17][CH2:16]2)[C:8]2[N:9]=[C:10](Cl)[N:11]=[CH:12][C:7]=2[CH:6]=1)=[O:4].[C:20]([O:24][C:25]([N:27]1[CH:32]2[CH2:33][CH2:34][CH:28]1[CH2:29][N:30]([C:35]([C:37]1[CH:38]=[N:39][C:40]([NH2:43])=[CH:41][CH:42]=1)=[O:36])[CH2:31]2)=[O:26])([CH3:23])([CH3:22])[CH3:21], predict the reaction product. The product is: [C:20]([O:24][C:25]([N:27]1[CH:28]2[CH2:34][CH2:33][CH:32]1[CH2:31][N:30]([C:35]([C:37]1[CH:38]=[N:39][C:40]([NH:43][C:10]3[N:11]=[CH:12][C:7]4[CH:6]=[C:5]([C:3](=[O:4])[NH:2][CH3:1])[N:14]([CH:15]5[CH2:19][CH2:18][CH2:17][CH2:16]5)[C:8]=4[N:9]=3)=[CH:41][CH:42]=1)=[O:36])[CH2:29]2)=[O:26])([CH3:23])([CH3:21])[CH3:22]. (3) The product is: [CH:18]([O:17][CH:11]([CH2:10][C:6]1[CH:7]=[CH:8][CH:9]=[C:4]([CH2:3][CH2:2][O:1][C:30]([NH:29][C:26]2[CH:25]=[CH:24][C:23]([C:22]([F:21])([F:32])[F:33])=[CH:28][CH:27]=2)=[O:31])[CH:5]=1)[C:12]([OH:14])=[O:13])([CH3:19])[CH3:20]. Given the reactants [OH:1][CH2:2][CH2:3][C:4]1[CH:5]=[C:6]([CH2:10][CH:11]([O:17][CH:18]([CH3:20])[CH3:19])[C:12]([O:14]CC)=[O:13])[CH:7]=[CH:8][CH:9]=1.[F:21][C:22]([F:33])([F:32])[C:23]1[CH:28]=[CH:27][C:26]([N:29]=[C:30]=[O:31])=[CH:25][CH:24]=1, predict the reaction product. (4) Given the reactants [CH2:1]([O:3][C:4]1[C:9]2[N:10]=[CH:11][S:12][C:8]=2[CH:7]=[CH:6][CH:5]=1)[CH3:2].C(O[C:18](=O)[NH:19][C@H:20]1[CH2:25][CH2:24][C@H:23]([C:26](=[O:31])N(OC)C)[CH2:22][CH2:21]1)(C)(C)C.[O:33]=[C:34]1[NH:39][C:38]2[CH:40]=[C:41](C=O)[CH:42]=[CH:43][C:37]=2[S:36][CH2:35]1, predict the reaction product. The product is: [CH2:1]([O:3][C:4]1[C:9]2[N:10]=[C:11]([C:26]([C@H:23]3[CH2:22][CH2:21][C@H:20]([NH:19][CH2:18][C:41]4[CH:42]=[CH:43][C:37]5[S:36][CH2:35][C:34](=[O:33])[NH:39][C:38]=5[CH:40]=4)[CH2:25][CH2:24]3)=[O:31])[S:12][C:8]=2[CH:7]=[CH:6][CH:5]=1)[CH3:2]. (5) Given the reactants [CH3:1][O:2][C:3]1[C:12]2[C:7](=[CH:8][CH:9]=[CH:10][CH:11]=2)[C:6]([NH:13]S(C2SC=CC=2)(=O)=O)=[CH:5][C:4]=1[S:22][CH2:23][C:24]([O:26][CH3:27])=[O:25].[Cl:28][C:29]1[CH:34]=[CH:33][C:32]([S:35](Cl)(=[O:37])=[O:36])=[CH:31][CH:30]=1, predict the reaction product. The product is: [Cl:28][C:29]1[CH:34]=[CH:33][C:32]([S:35]([NH:13][C:6]2[C:7]3[C:12](=[CH:11][CH:10]=[CH:9][CH:8]=3)[C:3]([O:2][CH3:1])=[C:4]([S:22][CH2:23][C:24]([O:26][CH3:27])=[O:25])[CH:5]=2)(=[O:37])=[O:36])=[CH:31][CH:30]=1. (6) Given the reactants [CH3:1][O:2][C:3](=[O:20])[C:4]1[CH:9]=[C:8]([F:10])[CH:7]=[CH:6][C:5]=1[N:11]=[CH:12][C:13]1[CH:18]=[CH:17][CH:16]=[C:15]([Br:19])[CH:14]=1.[CH:21](=[O:25])[CH:22]([CH3:24])[CH3:23].O, predict the reaction product. The product is: [CH3:1][O:2][C:3]([C:4]1[CH:9]=[C:8]([F:10])[CH:7]=[C:6]2[C:5]=1[NH:11][CH:12]([C:13]1[CH:18]=[CH:17][CH:16]=[C:15]([Br:19])[CH:14]=1)[C:22]([CH3:24])([CH3:23])[CH:21]2[OH:25])=[O:20]. (7) Given the reactants CN(C)C=O.[CH2:6]([O:13][C:14]1[CH:23]=[C:22]2[C:17]([C:18]([O:24][C:25]3[C:26](I)=[N:27][C:28]([CH3:31])=[CH:29][CH:30]=3)=[CH:19][CH:20]=[N:21]2)=[CH:16][C:15]=1[O:33][CH3:34])[C:7]1[CH:12]=[CH:11][CH:10]=[CH:9][CH:8]=1.C([Sn](CCCC)(CCCC)[C:40]1[S:41][CH:42]=[CH:43][N:44]=1)CCC, predict the reaction product. The product is: [CH2:6]([O:13][C:14]1[CH:23]=[C:22]2[C:17]([C:18]([O:24][C:25]3[C:26]([C:40]4[S:41][CH:42]=[CH:43][N:44]=4)=[N:27][C:28]([CH3:31])=[CH:29][CH:30]=3)=[CH:19][CH:20]=[N:21]2)=[CH:16][C:15]=1[O:33][CH3:34])[C:7]1[CH:12]=[CH:11][CH:10]=[CH:9][CH:8]=1.